From a dataset of Catalyst prediction with 721,799 reactions and 888 catalyst types from USPTO. Predict which catalyst facilitates the given reaction. (1) Reactant: Br[C:2]1[C:7]([CH3:8])=[CH:6][CH:5]=[CH:4][N:3]=1.[CH2:9]([N:11]([CH2:25][CH3:26])[C:12]([C:14]1[CH:19]=[CH:18][C:17]([O:20][CH3:21])=[CH:16][C:15]=1B(O)O)=[O:13])[CH3:10].C(=O)([O-])[O-].[Na+].[Na+]. Product: [CH2:25]([N:11]([CH2:9][CH3:10])[C:12](=[O:13])[C:14]1[CH:19]=[CH:18][C:17]([O:20][CH3:21])=[CH:16][C:15]=1[C:2]1[C:7]([CH3:8])=[CH:6][CH:5]=[CH:4][N:3]=1)[CH3:26]. The catalyst class is: 104. (2) Reactant: C1C=CC(P(C2C=CC=CC=2)C2C=CC=CC=2)=CC=1.N(C(OC(C)C)=O)=NC(OC(C)C)=O.[CH:34]1([NH:39][C:40]2([CH2:45]O)[CH2:44][CH2:43][CH2:42][CH2:41]2)[CH2:38][CH2:37][CH2:36][CH2:35]1.[S:47]1C=C[CH:49]=[C:48]1CC(O)=O. The catalyst class is: 1. Product: [CH:34]1([NH:39][C:40]2([CH2:45][C:48](=[S:47])[CH3:49])[CH2:44][CH2:43][CH2:42][CH2:41]2)[CH2:38][CH2:37][CH2:36][CH2:35]1. (3) Reactant: [CH3:1][N:2]1[CH:6]=[CH:5][N:4]=[CH:3]1.[Cl:7][CH2:8][CH2:9][OH:10]. Product: [Cl-:7].[OH:10][CH2:9][CH2:8][N+:4]1[CH:5]=[CH:6][N:2]([CH3:1])[CH:3]=1. The catalyst class is: 23. (4) Reactant: [Br:1][C:2]1[CH:3]=[C:4]([C@H:8](O)[CH3:9])[CH:5]=[N:6][CH:7]=1.C1(P([N:25]=[N+:26]=[N-:27])(C2C=CC=CC=2)=O)C=CC=CC=1.N12CCCN=C1CCCCC2. Product: [N:25]([C@H:8]([C:4]1[CH:5]=[N:6][CH:7]=[C:2]([Br:1])[CH:3]=1)[CH3:9])=[N+:26]=[N-:27]. The catalyst class is: 355. (5) Reactant: C[O:2][C:3]([C:5]1[CH:10]=[CH:9][C:8]([C:11]2[CH:16]=[CH:15][CH:14]=[CH:13][C:12]=2[CH3:17])=[C:7]([O:18][CH3:19])[CH:6]=1)=[O:4].CO.[OH-].[Na+]. Product: [CH3:19][O:18][C:7]1[CH:6]=[C:5]([C:3]([OH:4])=[O:2])[CH:10]=[CH:9][C:8]=1[C:11]1[CH:16]=[CH:15][CH:14]=[CH:13][C:12]=1[CH3:17]. The catalyst class is: 7. (6) Reactant: C[C:2]1[C:3]([C:11]2[S:12][CH:13]=[C:14]([C:16]3[CH:21]=[CH:20][C:19]([Cl:22])=[CH:18][CH:17]=3)[N:15]=2)=[C:4]([CH:8]=[CH:9][N:10]=1)C(O)=O.[CH3:23][Mg]I.CC[O:28][CH2:29][CH3:30]. Product: [Cl:22][C:19]1[CH:18]=[CH:17][C:16]([C:14]2[N:15]=[C:11]([C:3]3[CH:2]=[N:10][CH:9]=[CH:8][C:4]=3[C:29]([OH:28])([CH3:30])[CH3:23])[S:12][CH:13]=2)=[CH:21][CH:20]=1. The catalyst class is: 7.